From a dataset of Catalyst prediction with 721,799 reactions and 888 catalyst types from USPTO. Predict which catalyst facilitates the given reaction. Reactant: [C:1]([N:4]1[CH2:10][CH2:9][C:8]2[CH:11]=[CH:12][CH:13]=[CH:14][C:7]=2[CH2:6][CH2:5]1)(=[O:3])[CH3:2].[Cl:15][S:16](O)(=[O:18])=[O:17]. Product: [C:1]([N:4]1[CH2:10][CH2:9][C:8]2[CH:11]=[CH:12][C:13]([S:16]([Cl:15])(=[O:18])=[O:17])=[CH:14][C:7]=2[CH2:6][CH2:5]1)(=[O:3])[CH3:2]. The catalyst class is: 4.